From a dataset of Catalyst prediction with 721,799 reactions and 888 catalyst types from USPTO. Predict which catalyst facilitates the given reaction. (1) Product: [Cl:1][C:2]1[CH:7]=[CH:6][CH:5]=[C:4]([Cl:8])[C:3]=1[NH:9][C:10]1[NH:22][C:19]2[CH:20]=[CH:21][C:16]([C:15]([OH:24])=[O:14])=[CH:17][C:18]=2[N:23]=1. Reactant: [Cl:1][C:2]1[CH:7]=[CH:6][CH:5]=[C:4]([Cl:8])[C:3]=1[N:9]=[C:10]=S.C([O:14][C:15](=[O:24])[C:16]1[CH:21]=[CH:20][C:19]([NH2:22])=[C:18]([NH2:23])[CH:17]=1)C.CC(C)N=C=NC(C)C. The catalyst class is: 18. (2) Reactant: [C:1]1(=[O:13])[C:11]2=[C:12]3[C:7](=[CH:8][CH:9]=[CH:10]2)[CH:6]=[CH:5][CH:4]=[C:3]3[CH2:2]1.[Br:14]N1C(=O)CCC1=O. Product: [Br:14][C:6]1[C:7]2[C:12]3[C:3]([CH2:2][C:1](=[O:13])[C:11]=3[CH:10]=[CH:9][CH:8]=2)=[CH:4][CH:5]=1. The catalyst class is: 9. (3) Reactant: [I:1][C:2]1[CH:7]=[CH:6][C:5]([CH2:8][CH2:9][CH2:10][CH2:11][CH2:12][CH2:13][CH2:14][CH2:15][CH2:16][CH2:17][CH2:18][CH2:19][CH2:20][CH2:21][CH2:22][OH:23])=[CH:4][CH:3]=1.[S:24](Cl)([C:27]1[CH:33]=[CH:32][C:30]([CH3:31])=[CH:29][CH:28]=1)(=[O:26])=[O:25]. Product: [S:24]([C:27]1[CH:33]=[CH:32][C:30]([CH3:31])=[CH:29][CH:28]=1)([O:23][CH2:22][CH2:21][CH2:20][CH2:19][CH2:18][CH2:17][CH2:16][CH2:15][CH2:14][CH2:13][CH2:12][CH2:11][CH2:10][CH2:9][CH2:8][C:5]1[CH:4]=[CH:3][C:2]([I:1])=[CH:7][CH:6]=1)(=[O:26])=[O:25]. The catalyst class is: 119.